From a dataset of Aqueous solubility values for 9,982 compounds from the AqSolDB database. Regression/Classification. Given a drug SMILES string, predict its absorption, distribution, metabolism, or excretion properties. Task type varies by dataset: regression for continuous measurements (e.g., permeability, clearance, half-life) or binary classification for categorical outcomes (e.g., BBB penetration, CYP inhibition). For this dataset (solubility_aqsoldb), we predict Y. (1) The molecule is C#CC(C)(O)CC/C=C(\C)CC. The Y is -2.30 log mol/L. (2) The drug is O=C(O)c1ccccc1C(=O)OCCO. The Y is -1.48 log mol/L.